From a dataset of Peptide-MHC class I binding affinity with 185,985 pairs from IEDB/IMGT. Regression. Given a peptide amino acid sequence and an MHC pseudo amino acid sequence, predict their binding affinity value. This is MHC class I binding data. (1) The peptide sequence is IRYPKTFGW. The MHC is Mamu-B08 with pseudo-sequence Mamu-B08. The binding affinity (normalized) is 0.253. (2) The peptide sequence is IINAHRIPK. The MHC is HLA-B27:05 with pseudo-sequence HLA-B27:05. The binding affinity (normalized) is 0.0847. (3) The peptide sequence is KPTFKHASV. The MHC is HLA-A25:01 with pseudo-sequence HLA-A25:01. The binding affinity (normalized) is 0.0847. (4) The peptide sequence is GLAMGIMMLK. The MHC is HLA-A03:01 with pseudo-sequence HLA-A03:01. The binding affinity (normalized) is 0.769.